From a dataset of Full USPTO retrosynthesis dataset with 1.9M reactions from patents (1976-2016). Predict the reactants needed to synthesize the given product. (1) Given the product [C:21]1([C:20]2[O:27][CH:2]=[N:1][C:3]=2[C:4]([O:6][CH2:7][CH3:8])=[O:5])[CH:26]=[CH:25][CH:24]=[CH:23][CH:22]=1, predict the reactants needed to synthesize it. The reactants are: [N+:1]([CH2:3][C:4]([O:6][CH2:7][CH3:8])=[O:5])#[C-:2].N12CCCN=C1CCCCC2.[C:20](O[C:20](=[O:27])[C:21]1[CH:26]=[CH:25][CH:24]=[CH:23][CH:22]=1)(=[O:27])[C:21]1[CH:26]=[CH:25][CH:24]=[CH:23][CH:22]=1. (2) The reactants are: Br[CH2:2][C:3]1[C:8]([C:9]([O:11][C:12]([CH3:15])([CH3:14])[CH3:13])=[O:10])=[C:7]([O:16]C(OC(C)(C)C)=O)[C:6]([C:24]([F:27])([F:26])[F:25])=[CH:5][CH:4]=1.[OH:28][C:29]1[CH:34]=[CH:33][C:32]([C:35]2[CH:40]=[CH:39][C:38]([CH2:41][C:42]([O:44]C)=[O:43])=[CH:37][C:36]=2[C:46](=[O:49])[CH2:47][CH3:48])=[CH:31][CH:30]=1. Given the product [C:12]([O:11][C:9]([C:8]1[C:7]([OH:16])=[C:6]([C:24]([F:27])([F:25])[F:26])[CH:5]=[CH:4][C:3]=1[CH2:2][O:28][C:29]1[CH:30]=[CH:31][C:32]([C:35]2[CH:40]=[CH:39][C:38]([CH2:41][C:42]([OH:44])=[O:43])=[CH:37][C:36]=2[C:46](=[O:49])[CH2:47][CH3:48])=[CH:33][CH:34]=1)=[O:10])([CH3:13])([CH3:14])[CH3:15], predict the reactants needed to synthesize it. (3) Given the product [CH:15]([C:2]1([OH:1])[CH2:3][CH2:4][N:5]([C:8]([O:10][C:11]([CH3:14])([CH3:13])[CH3:12])=[O:9])[CH2:6][CH2:7]1)=[CH2:16], predict the reactants needed to synthesize it. The reactants are: [O:1]=[C:2]1[CH2:7][CH2:6][N:5]([C:8]([O:10][C:11]([CH3:14])([CH3:13])[CH3:12])=[O:9])[CH2:4][CH2:3]1.[CH:15]([Mg]Br)=[CH2:16].O. (4) Given the product [CH2:1]([C:3]1[N:7]([C:8]2[N:16]=[C:15]3[C:11]([N:12]=[C:13]([C:18]4([O:24][CH3:25])[CH2:23][CH2:22][N:21]([C:37](=[O:36])[CH2:38][OH:39])[CH2:20][CH2:19]4)[N:14]3[CH3:17])=[C:10]([N:26]3[CH2:27][CH2:28][O:29][CH2:30][CH2:31]3)[N:9]=2)[C:6]2[CH:32]=[CH:33][CH:34]=[CH:35][C:5]=2[N:4]=1)[CH3:2], predict the reactants needed to synthesize it. The reactants are: [CH2:1]([C:3]1[N:7]([C:8]2[N:16]=[C:15]3[C:11]([N:12]=[C:13]([C:18]4([O:24][CH3:25])[CH2:23][CH2:22][NH:21][CH2:20][CH2:19]4)[N:14]3[CH3:17])=[C:10]([N:26]3[CH2:31][CH2:30][O:29][CH2:28][CH2:27]3)[N:9]=2)[C:6]2[CH:32]=[CH:33][CH:34]=[CH:35][C:5]=2[N:4]=1)[CH3:2].[OH:36][CH2:37][C:38](O)=[O:39].C1C=CC2N(O)N=NC=2C=1.CN1CCOCC1.CCN=C=NCCCN(C)C.